Dataset: Full USPTO retrosynthesis dataset with 1.9M reactions from patents (1976-2016). Task: Predict the reactants needed to synthesize the given product. (1) Given the product [CH3:30][O:29][C:27]([N:20]1[C:19]([CH3:23])=[C:18]([Br:17])[CH:22]=[N:21]1)=[O:28], predict the reactants needed to synthesize it. The reactants are: C[Si]([N-][Si](C)(C)C)(C)C.[Li+].CCCCCC.[Br:17][C:18]1[C:19]([CH3:23])=[N:20][NH:21][CH:22]=1.N#N.Cl[C:27]([O:29][CH3:30])=[O:28].[NH4+].[Cl-]. (2) The reactants are: C1C=CC(P(C2C=CC3C(=CC=CC=3)C=2C2C3C(=CC=CC=3)C=CC=2P(C2C=CC=CC=2)C2C=CC=CC=2)C2C=CC=CC=2)=CC=1.[Cl:47][C:48]1[CH:49]=[C:50](B(O)O)[CH:51]=[CH:52][C:53]=1[F:54].CO.[CH2:60]([N:67]1[CH2:71][CH:70]=[C:69]([C:72](=[O:74])[CH3:73])[CH2:68]1)[C:61]1[CH:66]=[CH:65][CH:64]=[CH:63][CH:62]=1. Given the product [CH2:60]([N:67]1[CH2:71][C@H:70]([C:50]2[CH:51]=[CH:52][C:53]([F:54])=[C:48]([Cl:47])[CH:49]=2)[C@@H:69]([C:72](=[O:74])[CH3:73])[CH2:68]1)[C:61]1[CH:66]=[CH:65][CH:64]=[CH:63][CH:62]=1, predict the reactants needed to synthesize it. (3) Given the product [Br:3][C:4]1[CH:5]=[CH:6][C:7]([C:8]([C@@H:10]2[CH2:14][CH2:13][CH2:12][C@H:11]2[C:15]([OH:17])=[O:16])=[O:9])=[CH:19][CH:20]=1, predict the reactants needed to synthesize it. The reactants are: [OH-].[Na+].[Br:3][C:4]1[CH:20]=[CH:19][C:7]([C:8]([C@H:10]2[CH2:14][CH2:13][CH2:12][C@H:11]2[C:15]([O:17]C)=[O:16])=[O:9])=[CH:6][CH:5]=1. (4) Given the product [Cl:1][C:2]1[CH:10]=[CH:9][C:5]([C:6]([OH:8])=[O:7])=[CH:4][C:3]=1[S:12]([Cl:11])(=[O:14])=[O:13], predict the reactants needed to synthesize it. The reactants are: [Cl:1][C:2]1[CH:10]=[CH:9][C:5]([C:6]([OH:8])=[O:7])=[CH:4][CH:3]=1.[Cl:11][S:12](O)(=[O:14])=[O:13]. (5) Given the product [ClH:23].[CH3:15][C:12]1[CH2:13][CH2:14][CH:9]([NH:8][C:6]([NH:36][C:37]2[CH:42]=[CH:41][N:40]=[CH:39][CH:38]=2)=[O:7])[CH2:10][CH:11]=1, predict the reactants needed to synthesize it. The reactants are: C(O[C:6]([NH:8][CH:9]1[CH2:14][CH2:13][C:12]([CH3:15])=[CH:11][CH2:10]1)=[O:7])(C)(C)C.FC(F)(F)C(O)=O.[Cl:23]CCCl.O(C([NH:36][C:37]1[CH:42]=[CH:41][N:40]=[CH:39][CH:38]=1)=O)C1C=CC=CC=1. (6) The reactants are: C[O:2][C:3](=O)[C:4]([C:11]#[N:12])=[CH:5][CH:6]1[CH2:10][CH2:9][CH2:8][CH2:7]1.FC(F)(F)C(O)=O.[NH2:21][C:22]1[CH2:27][C:26]([CH3:29])([CH3:28])[CH2:25][C:24](=[O:30])[CH:23]=1. Given the product [CH:6]1([CH:5]2[C:23]3[C:24](=[O:30])[CH2:25][C:26]([CH3:29])([CH3:28])[CH2:27][C:22]=3[NH:21][C:3](=[O:2])[CH:4]2[C:11]#[N:12])[CH2:10][CH2:9][CH2:8][CH2:7]1, predict the reactants needed to synthesize it. (7) Given the product [ClH:1].[CH2:2]([N:4]([CH2:7][C:8]([O:10][CH:11]1[CH2:12][CH2:13][N:14]([C:17]2[S:18][C:19](/[CH:22]=[C:23](\[C:34]#[N:35])/[C:24]3[CH:29]=[CH:28][C:27]([O:30][CH3:31])=[C:26]([O:32][CH3:33])[CH:25]=3)=[CH:20][CH:21]=2)[CH2:15][CH2:16]1)=[O:9])[CH2:5][CH3:6])[CH3:3], predict the reactants needed to synthesize it. The reactants are: [ClH:1].[CH2:2]([N:4]([CH2:7][C:8]([O:10][CH:11]1[CH2:16][CH2:15][N:14]([C:17]2[S:18][C:19](/[CH:22]=[C:23](\[C:34]#[N:35])/[C:24]3[CH:29]=[CH:28][C:27]([O:30][CH3:31])=[C:26]([O:32][CH3:33])[CH:25]=3)=[CH:20][CH:21]=2)[CH2:13][CH2:12]1)=[O:9])[CH2:5][CH3:6])[CH3:3].